Dataset: Catalyst prediction with 721,799 reactions and 888 catalyst types from USPTO. Task: Predict which catalyst facilitates the given reaction. (1) Reactant: C(OP([CH2:9][C:10]#[N:11])(=O)OCC)C.C[Si]([N-][Si](C)(C)C)(C)C.[Li+].[O:22]1[C:26]2[CH:27]=[CH:28][C:29]([C:31]([C:33]3[CH:38]=[CH:37][C:36]([O:39][CH3:40])=[CH:35][CH:34]=3)=O)=[CH:30][C:25]=2[O:24][CH2:23]1.O. Product: [O:22]1[C:26]2[CH:27]=[CH:28][C:29]([C:31]([C:33]3[CH:38]=[CH:37][C:36]([O:39][CH3:40])=[CH:35][CH:34]=3)=[CH:9][C:10]#[N:11])=[CH:30][C:25]=2[O:24][CH2:23]1. The catalyst class is: 1. (2) Reactant: [CH3:1][O:2][C:3]1[CH:4]=[C:5]2[C:10](=[CH:11][C:12]=1[O:13][CH3:14])[N:9]=[CH:8][CH:7]=[C:6]2[O:15][C:16]1[CH:21]=[CH:20][C:19]([N:22]2[CH2:26][CH:25]([CH:27]([OH:34])[C:28]3[CH:33]=[CH:32][CH:31]=[CH:30][CH:29]=3)[CH2:24][C:23]2=[O:35])=[CH:18][C:17]=1[F:36].[H-].[Na+].[CH3:39]I. Product: [CH3:1][O:2][C:3]1[CH:4]=[C:5]2[C:10](=[CH:11][C:12]=1[O:13][CH3:14])[N:9]=[CH:8][CH:7]=[C:6]2[O:15][C:16]1[CH:21]=[CH:20][C:19]([N:22]2[CH2:26][CH:25]([CH:27]([O:34][CH3:39])[C:28]3[CH:33]=[CH:32][CH:31]=[CH:30][CH:29]=3)[CH2:24][C:23]2=[O:35])=[CH:18][C:17]=1[F:36]. The catalyst class is: 118. (3) Reactant: [Cl:1][C:2]1[N:7]=[C:6](Cl)[CH:5]=[CH:4][N:3]=1.[NH2:9][C:10]1[CH:14]=[C:13]([CH3:15])[NH:12][N:11]=1.C(N(C(C)C)C(C)C)C. Product: [Cl:1][C:2]1[N:7]=[C:6]([NH:9][C:10]2[CH:14]=[C:13]([CH3:15])[NH:12][N:11]=2)[CH:5]=[CH:4][N:3]=1. The catalyst class is: 8.